Dataset: Forward reaction prediction with 1.9M reactions from USPTO patents (1976-2016). Task: Predict the product of the given reaction. Given the reactants [CH3:1][O:2][C@@H:3]([CH2:7][C:8]1[C:13]2[S:14][CH:15]=[CH:16][C:12]=2[C:11]([O:17][CH2:18][CH2:19][C:20]2[N:21]=[C:22]([C:26]3[CH:31]=[CH:30][CH:29]=[CH:28][CH:27]=3)[O:23][C:24]=2[CH3:25])=[CH:10][CH:9]=1)[C:4]([OH:6])=[O:5].[CH:32]([NH:35][CH:36]([CH3:38])[CH3:37])([CH3:34])[CH3:33], predict the reaction product. The product is: [CH3:1][O:2][C@@H:3]([CH2:7][C:8]1[C:13]2[S:14][CH:15]=[CH:16][C:12]=2[C:11]([O:17][CH2:18][CH2:19][C:20]2[N:21]=[C:22]([C:26]3[CH:31]=[CH:30][CH:29]=[CH:28][CH:27]=3)[O:23][C:24]=2[CH3:25])=[CH:10][CH:9]=1)[C:4]([O-:6])=[O:5].[CH:32]([NH2+:35][CH:36]([CH3:38])[CH3:37])([CH3:34])[CH3:33].